Dataset: Catalyst prediction with 721,799 reactions and 888 catalyst types from USPTO. Task: Predict which catalyst facilitates the given reaction. Reactant: Cl[CH2:2][C:3]([CH3:38])([CH3:37])[C:4]([N:6]([C@H:28]1[C:36]2[C:31](=[CH:32][CH:33]=[CH:34][CH:35]=2)[CH2:30][CH2:29]1)[CH2:7]/[CH:8]=[CH:9]/[C:10]1[CH:11]=[C:12]2[CH2:27][C@@:17]3([C:25]4[C:20](=[N:21][CH:22]=[CH:23][CH:24]=4)[NH:19][C:18]3=[O:26])[CH2:16][C:13]2=[N:14][CH:15]=1)=[O:5].[Na+].[I-:40]. Product: [C@H:28]1([N:6]([CH2:7]/[CH:8]=[CH:9]/[C:10]2[CH:11]=[C:12]3[CH2:27][C@@:17]4([C:25]5[C:20](=[N:21][CH:22]=[CH:23][CH:24]=5)[NH:19][C:18]4=[O:26])[CH2:16][C:13]3=[N:14][CH:15]=2)[C:4](=[O:5])[C:3]([CH3:37])([CH3:38])[CH2:2][I:40])[C:36]2[C:31](=[CH:32][CH:33]=[CH:34][CH:35]=2)[CH2:30][CH2:29]1. The catalyst class is: 21.